This data is from Forward reaction prediction with 1.9M reactions from USPTO patents (1976-2016). The task is: Predict the product of the given reaction. (1) Given the reactants [NH2:1][C:2]1[CH:3]=[C:4]2[C:25](=[CH:26][CH:27]=1)[CH2:24][C:6]1([C:14]3[C:9](=[N:10][CH:11]=[CH:12][CH:13]=3)[N:8]([CH2:15][O:16][CH2:17][CH2:18][Si:19]([CH3:22])([CH3:21])[CH3:20])[C:7]1=[O:23])[CH2:5]2.[C:28](O[C:28]([O:30][C:31]([CH3:34])([CH3:33])[CH3:32])=[O:29])([O:30][C:31]([CH3:34])([CH3:33])[CH3:32])=[O:29], predict the reaction product. The product is: [O:23]=[C:7]1[N:8]([CH2:15][O:16][CH2:17][CH2:18][Si:19]([CH3:20])([CH3:21])[CH3:22])[C:9]2=[N:10][CH:11]=[CH:12][CH:13]=[C:14]2[C@:6]21[CH2:5][C:4]1[C:25](=[CH:26][CH:27]=[C:2]([NH:1][C:28](=[O:29])[O:30][C:31]([CH3:34])([CH3:33])[CH3:32])[CH:3]=1)[CH2:24]2. (2) Given the reactants [C:1]([C:3]1[C:19]([OH:20])=[C:18]([OH:21])[CH:17]=[C:16]([C:22]#[N:23])[C:4]=1[CH2:5][C:6]1[CH:11]=[CH:10][C:9]([CH2:12][C:13]([OH:15])=O)=[CH:8][CH:7]=1)#[N:2].[CH2:24]([NH:26][CH2:27][CH3:28])[CH3:25].S(Cl)(Cl)=O, predict the reaction product. The product is: [C:1]([C:3]1[C:19]([OH:20])=[C:18]([OH:21])[CH:17]=[C:16]([C:22]#[N:23])[C:4]=1[CH2:5][C:6]1[CH:11]=[CH:10][C:9]([CH2:12][C:13]([N:26]([CH2:27][CH3:28])[CH2:24][CH3:25])=[O:15])=[CH:8][CH:7]=1)#[N:2]. (3) The product is: [OH:5][C:6]1[C:7]([N+:15]([O-:17])=[O:16])=[C:8]([CH:12]=[CH:13][CH:14]=1)[C:9]([O:11][CH3:18])=[O:10]. Given the reactants S(Cl)(Cl)=O.[OH:5][C:6]1[C:7]([N+:15]([O-:17])=[O:16])=[C:8]([CH:12]=[CH:13][CH:14]=1)[C:9]([OH:11])=[O:10].[CH3:18]O, predict the reaction product. (4) Given the reactants CC([O-])(C)C.[K+].O.Cl[C:9]([C:20]1[C:24]([CH3:25])=[C:23]([C:26]2[CH:31]=[CH:30][C:29]([F:32])=[CH:28][CH:27]=2)[N:22]([CH3:33])[N:21]=1)=[C:10]([C:13]1[CH:18]=[CH:17][N:16]=[C:15]([Cl:19])[CH:14]=1)C=O.C(=O)(O)[O-], predict the reaction product. The product is: [Cl:19][C:15]1[CH:14]=[C:13]([C:10]#[C:9][C:20]2[C:24]([CH3:25])=[C:23]([C:26]3[CH:27]=[CH:28][C:29]([F:32])=[CH:30][CH:31]=3)[N:22]([CH3:33])[N:21]=2)[CH:18]=[CH:17][N:16]=1.